Dataset: Peptide-MHC class II binding affinity with 134,281 pairs from IEDB. Task: Regression. Given a peptide amino acid sequence and an MHC pseudo amino acid sequence, predict their binding affinity value. This is MHC class II binding data. (1) The peptide sequence is EKKYFEATQFEPLAA. The binding affinity (normalized) is 0.989. The MHC is HLA-DPA10103-DPB10401 with pseudo-sequence HLA-DPA10103-DPB10401. (2) The peptide sequence is GELQNVDKIDAAFKI. The MHC is DRB1_1501 with pseudo-sequence DRB1_1501. The binding affinity (normalized) is 0.280. (3) The peptide sequence is VGDDSGGFSTTVSTE. The MHC is HLA-DPA10301-DPB10402 with pseudo-sequence HLA-DPA10301-DPB10402. The binding affinity (normalized) is 0. (4) The peptide sequence is DKISDVSTIVPYIGPALNIV. The MHC is HLA-DPA10201-DPB10501 with pseudo-sequence HLA-DPA10201-DPB10501. The binding affinity (normalized) is 0.260. (5) The peptide sequence is KEPLKECGGILQAYD. The binding affinity (normalized) is 0.330. The MHC is HLA-DQA10301-DQB10302 with pseudo-sequence HLA-DQA10301-DQB10302. (6) The peptide sequence is GEVEIQFRRVKCKYP. The MHC is HLA-DQA10501-DQB10301 with pseudo-sequence HLA-DQA10501-DQB10301. The binding affinity (normalized) is 0.184. (7) The peptide sequence is YDQFLANVSTVLTGK. The MHC is DRB1_1602 with pseudo-sequence DRB1_1602. The binding affinity (normalized) is 0.814.